Predict the reactants needed to synthesize the given product. From a dataset of Full USPTO retrosynthesis dataset with 1.9M reactions from patents (1976-2016). (1) Given the product [CH2:13]([O:10][CH2:9][C:5]1([CH2:3][CH3:4])[CH2:8][O:7][CH2:6]1)[CH:12]=[CH2:11], predict the reactants needed to synthesize it. The reactants are: [OH-].[K+].[CH2:3]([C:5]1([CH2:9][OH:10])[CH2:8][O:7][CH2:6]1)[CH3:4].[CH2:11](Br)[CH:12]=[CH2:13]. (2) Given the product [CH3:1][O:2][C:3](=[O:13])[C:4]1[CH:9]=[CH:8][C:7]([C:10]([P:14]([O:17][CH3:18])([O:15][CH3:16])=[O:19])([OH:12])[CH3:11])=[CH:6][CH:5]=1, predict the reactants needed to synthesize it. The reactants are: [CH3:1][O:2][C:3](=[O:13])[C:4]1[CH:9]=[CH:8][C:7]([C:10](=[O:12])[CH3:11])=[CH:6][CH:5]=1.[P:14]([O-:19])([O:17][CH3:18])[O:15][CH3:16]. (3) Given the product [C:47]([O:46][C:45]([NH:44][C@@H:42]([C:38]1[CH:37]=[C:36]([C:2]2[CH:23]=[C:22]([CH:24]([O:26][CH3:27])[CH3:25])[CH:21]=[C:4]([CH2:5][O:6][C:7]3[CH:12]=[CH:11][CH:10]=[CH:9][C:8]=3[CH2:13][C:14]([O:16][C:17]([CH3:18])([CH3:20])[CH3:19])=[O:15])[CH:3]=2)[CH:41]=[CH:40][CH:39]=1)[CH3:43])=[O:51])([CH3:48])([CH3:49])[CH3:50], predict the reactants needed to synthesize it. The reactants are: Br[C:2]1[CH:3]=[C:4]([CH:21]=[C:22]([CH:24]([O:26][CH3:27])[CH3:25])[CH:23]=1)[CH2:5][O:6][C:7]1[CH:12]=[CH:11][CH:10]=[CH:9][C:8]=1[CH2:13][C:14]([O:16][C:17]([CH3:20])([CH3:19])[CH3:18])=[O:15].CC1(C)C(C)(C)OB([C:36]2[CH:37]=[C:38]([C@H:42]([NH:44][C:45](=[O:51])[O:46][C:47]([CH3:50])([CH3:49])[CH3:48])[CH3:43])[CH:39]=[CH:40][CH:41]=2)O1.[O-]P([O-])([O-])=O.[K+].[K+].[K+].C(Cl)Cl. (4) Given the product [CH3:1][CH:2]([CH3:18])[CH2:3][NH:4][C:5]1[C:14]2[C:9](=[CH:10][CH:11]=[CH:12][N:13]=2)[N:8]=[CH:7][C:6]=1[NH2:15], predict the reactants needed to synthesize it. The reactants are: [CH3:1][CH:2]([CH3:18])[CH2:3][NH:4][C:5]1[C:14]2[C:9](=[CH:10][CH:11]=[CH:12][N:13]=2)[N:8]=[CH:7][C:6]=1[N+:15]([O-])=O.C1(C)C=CC=CC=1.